The task is: Predict which catalyst facilitates the given reaction.. This data is from Catalyst prediction with 721,799 reactions and 888 catalyst types from USPTO. (1) Reactant: C(O)(C(F)(F)F)=O.[N:8]1([C:13]2[CH:18]=[CH:17][C:16]([C:19]3[CH:24]=[CH:23][C:22]([C:25]4[C:51]([F:52])=[CH:50][C:28]5[N:29](COCC[Si](C)(C)C)[C:30]([O:32][C@H:33]6[C@H:37]7[O:38][CH2:39][C@@H:40]([OH:41])[C@H:36]7[O:35][CH2:34]6)=[N:31][C:27]=5[C:26]=4[F:53])=[CH:21][CH:20]=3)=[CH:15][CH:14]=2)[CH:12]=[N:11][CH:10]=[N:9]1. Product: [N:8]1([C:13]2[CH:18]=[CH:17][C:16]([C:19]3[CH:20]=[CH:21][C:22]([C:25]4[C:51]([F:52])=[CH:50][C:28]5[NH:29][C:30]([O:32][C@H:33]6[C@H:37]7[O:38][CH2:39][C@@H:40]([OH:41])[C@H:36]7[O:35][CH2:34]6)=[N:31][C:27]=5[C:26]=4[F:53])=[CH:23][CH:24]=3)=[CH:15][CH:14]=2)[CH:12]=[N:11][CH:10]=[N:9]1. The catalyst class is: 2. (2) Reactant: Br[C:2]1[CH:3]=[C:4]([O:18][CH3:19])[CH:5]=[C:6]2[C:11]=1[O:10][C:9]([C:12]([O:14][CH2:15][CH3:16])=[O:13])=[CH:8][C:7]2=[O:17].C1(P(C2C=CC=CC=2)C2C=CC3C(=CC=CC=3)C=2C2C3C(=CC=CC=3)C=CC=2P(C2C=CC=CC=2)C2C=CC=CC=2)C=CC=CC=1.[CH3:66][N:67]1[CH2:73][CH2:72][CH2:71][NH:70][CH2:69][CH2:68]1.C(=O)([O-])[O-].[Cs+].[Cs+]. Product: [CH2:15]([O:14][C:12]([C:9]1[O:10][C:11]2[C:6]([C:7](=[O:17])[CH:8]=1)=[CH:5][C:4]([O:18][CH3:19])=[CH:3][C:2]=2[N:70]1[CH2:71][CH2:72][CH2:73][N:67]([CH3:66])[CH2:68][CH2:69]1)=[O:13])[CH3:16]. The catalyst class is: 11. (3) Reactant: [F:1][C:2]1[C:3]2[N:10]([C:11]([CH3:15])([CH3:14])[CH2:12][OH:13])[CH:9]=[C:8]([I:16])[C:4]=2[CH:5]=[N:6][CH:7]=1.N1C(C)=CC=CC=1C.[CH3:25][C:26]([Si:29](OS(C(F)(F)F)(=O)=O)([CH3:31])[CH3:30])([CH3:28])[CH3:27]. Product: [C:26]([Si:29]([CH3:31])([CH3:30])[O:13][CH2:12][C:11]([N:10]1[C:3]2[C:2]([F:1])=[CH:7][N:6]=[CH:5][C:4]=2[C:8]([I:16])=[CH:9]1)([CH3:14])[CH3:15])([CH3:28])([CH3:27])[CH3:25]. The catalyst class is: 2. (4) Reactant: [CH3:1][NH:2][CH3:3].[F:4][C:5]1[CH:33]=[C:32]([I:34])[CH:31]=[CH:30][C:6]=1[NH:7][C:8]1[C:9]([C:16]([O:18]C2C(F)=C(F)C(F)=C(F)C=2F)=O)=[CH:10][N:11]([CH3:15])[C:12](=[O:14])[CH:13]=1. Product: [F:4][C:5]1[CH:33]=[C:32]([I:34])[CH:31]=[CH:30][C:6]=1[NH:7][C:8]1[C:9]([C:16]([N:2]([CH3:3])[CH3:1])=[O:18])=[CH:10][N:11]([CH3:15])[C:12](=[O:14])[CH:13]=1. The catalyst class is: 1.